Dataset: Reaction yield outcomes from USPTO patents with 853,638 reactions. Task: Predict the reaction yield, written as a fraction of the theoretical maximum amount of product (1.0 means a 100% yield; for example, 0.34 means a 34% yield). (1) The reactants are Br[C:2]1[CH:3]=[C:4]([O:9][CH:10]([C:12]2[C:17]([Cl:18])=[CH:16][CH:15]=[C:14]([F:19])[C:13]=2[Cl:20])[CH3:11])[C:5]([NH2:8])=[N:6][CH:7]=1.[B:21]1([B:21]2[O:25][C:24]([CH3:27])([CH3:26])[C:23]([CH3:29])([CH3:28])[O:22]2)[O:25][C:24]([CH3:27])([CH3:26])[C:23]([CH3:29])([CH3:28])[O:22]1.C([O-])(=O)C.[K+]. The catalyst is C1C=CC(P(C2C=CC=CC=2)[C-]2C=CC=C2)=CC=1.C1C=CC(P(C2C=CC=CC=2)[C-]2C=CC=C2)=CC=1.Cl[Pd]Cl.[Fe+2].O1CCOCC1. The product is [Cl:20][C:13]1[C:14]([F:19])=[CH:15][CH:16]=[C:17]([Cl:18])[C:12]=1[CH:10]([O:9][C:4]1[C:5]([NH2:8])=[N:6][CH:7]=[C:2]([B:21]2[O:25][C:24]([CH3:27])([CH3:26])[C:23]([CH3:29])([CH3:28])[O:22]2)[CH:3]=1)[CH3:11]. The yield is 0.600. (2) The reactants are [CH2:1]([C:3]1[N:4]=[N+:5]([O-:23])[C:6]2[CH:12]=[C:11]([O:13][CH2:14][CH2:15][NH:16]C(=O)C(F)(F)F)[CH:10]=[CH:9][C:7]=2[N:8]=1)[CH3:2].[C:32](O[C:32]([O:34][C:35]([CH3:38])([CH3:37])[CH3:36])=[O:33])([O:34][C:35]([CH3:38])([CH3:37])[CH3:36])=[O:33]. The catalyst is C([O-])([O-])=O.[K+].[K+]. The product is [CH2:1]([C:3]1[N:4]=[N+:5]([O-:23])[C:6]2[CH:12]=[C:11]([O:13][CH2:14][CH2:15][NH:16][C:32](=[O:33])[O:34][C:35]([CH3:36])([CH3:37])[CH3:38])[CH:10]=[CH:9][C:7]=2[N:8]=1)[CH3:2]. The yield is 0.880. (3) The reactants are [Cl:1][C:2]1[N:10]=[CH:9][N:8]=[C:7]2[C:3]=1[N:4]=[CH:5][N:6]2[C@H:11]1[C@H:15]([OH:16])[C@H:14]([OH:17])[C@@H:13]([CH2:18][OH:19])[O:12]1.CO[C:22](OC)([CH3:24])[CH3:23].O.C1(C)C=CC(S(O)(=O)=O)=CC=1.C(=O)(O)[O-].[Na+]. The catalyst is CC(C)=O. The product is [Cl:1][C:2]1[N:10]=[CH:9][N:8]=[C:7]2[C:3]=1[N:4]=[CH:5][N:6]2[C@H:11]1[C@@H:15]2[O:16][C:22]([CH3:24])([CH3:23])[O:17][C@@H:14]2[C@@H:13]([CH2:18][OH:19])[O:12]1. The yield is 0.830. (4) The product is [CH3:11][C:10]1[C:2]([C:14]2[CH:19]=[CH:18][CH:17]=[CH:16][CH:15]=2)=[CH:3][CH:4]=[C:5]2[C:9]=1[NH:8][C:7](=[O:12])[C:6]2=[O:13]. The yield is 0.510. The reactants are Br[C:2]1[C:10]([CH3:11])=[C:9]2[C:5]([C:6](=[O:13])[C:7](=[O:12])[NH:8]2)=[CH:4][CH:3]=1.[C:14]1(B(O)O)[CH:19]=[CH:18][CH:17]=[CH:16][CH:15]=1.C([O-])(O)=O.[Na+]. The catalyst is COCCOC.O.C1C=CC([P]([Pd]([P](C2C=CC=CC=2)(C2C=CC=CC=2)C2C=CC=CC=2)([P](C2C=CC=CC=2)(C2C=CC=CC=2)C2C=CC=CC=2)[P](C2C=CC=CC=2)(C2C=CC=CC=2)C2C=CC=CC=2)(C2C=CC=CC=2)C2C=CC=CC=2)=CC=1. (5) The reactants are Cl.Cl.[CH2:3]([NH:5][NH:6][CH2:7][CH3:8])[CH3:4].Br[C:10]1[CH:15]=CC=[CH:12][CH:11]=1.[CH:16]1C=CC(P(C2C(C3C(P(C4C=CC=CC=4)C4C=CC=CC=4)=CC=C4C=3C=CC=C4)=C3C(C=CC=C3)=CC=2)C2C=CC=CC=2)=C[CH:21]=1.CC([O-])(C)C.[Na+].C(NC(C)C)(C)C. The catalyst is CC([O-])=O.CC([O-])=O.[Pd+2]. The product is [CH2:3]([N:5]([CH2:16][CH3:21])[NH:6][C:7]1[CH:12]=[CH:11][CH:10]=[CH:15][CH:8]=1)[CH3:4]. The yield is 0.330. (6) The reactants are [CH3:1][C:2]1[O:3][C:4]2[C:5]([N:10]=1)=[N:6][CH:7]=[CH:8][CH:9]=2.[CH2:11]([I:13])[CH3:12]. No catalyst specified. The product is [I-:13].[CH2:11]([N:6]1[CH:7]=[CH:8][CH:9]=[C:4]2[O:3][CH:2]([CH3:1])[NH+:10]=[C:5]12)[CH3:12]. The yield is 0.860. (7) The reactants are [I:1]Cl.[N+:3]([C:6]1[CH:12]=[CH:11][CH:10]=[CH:9][C:7]=1[NH2:8])([O-:5])=[O:4]. The catalyst is C(O)(=O)C. The product is [N+:3]([C:6]1[CH:12]=[C:11]([I:1])[CH:10]=[CH:9][C:7]=1[NH2:8])([O-:5])=[O:4]. The yield is 0.640.